Predict the product of the given reaction. From a dataset of Forward reaction prediction with 1.9M reactions from USPTO patents (1976-2016). Given the reactants [Cl:1][C:2]1[CH:3]=[C:4]([S:9]([N:12]2[C:20]3[C:15](=[C:16]([O:34][CH3:35])[CH:17]=[C:18]([C:21]([NH:23][C:24]4[CH:32]=[CH:31][C:27]([C:28]([OH:30])=[O:29])=[C:26]([F:33])[CH:25]=4)=[O:22])[CH:19]=3)[CH2:14][CH2:13]2)(=[O:11])=[O:10])[CH:5]=[CH:6][C:7]=1[Cl:8].Cl[C:37]1C=C(S(Cl)(=O)=O)C=C[C:42]=1Cl, predict the reaction product. The product is: [CH2:37]([O:29][C:28](=[O:30])[C:27]1[CH:31]=[CH:32][C:24]([NH:23][C:21]([C:18]2[CH:19]=[C:20]3[C:15]([CH2:14][CH2:13][N:12]3[S:9]([C:4]3[CH:5]=[CH:6][C:7]([Cl:8])=[C:2]([Cl:1])[CH:3]=3)(=[O:10])=[O:11])=[C:16]([O:34][CH3:35])[CH:17]=2)=[O:22])=[CH:25][C:26]=1[F:33])[CH3:42].